Predict the reaction yield, written as a fraction of the theoretical maximum amount of product (1.0 means a 100% yield; for example, 0.34 means a 34% yield). From a dataset of Reaction yield outcomes from USPTO patents with 853,638 reactions. (1) The reactants are [F:1][C:2]1[C:3]2[N:4]([CH:20]=[N:21][CH:22]=2)[C:5]([NH:11][C:12]2[CH:17]=[CH:16][C:15]([I:18])=[CH:14][C:13]=2[F:19])=[C:6]([C:8]([OH:10])=O)[CH:7]=1.[CH3:23][C:24]1([CH3:32])[O:28][C@@H:27]([CH2:29][O:30][NH2:31])[CH2:26][O:25]1.CCN=C=NCCCN(C)C.C1C=CC2N(O)N=NC=2C=1.CCN(C(C)C)C(C)C. The catalyst is CN(C=O)C. The product is [CH3:23][C:24]1([CH3:32])[O:28][C@@H:27]([CH2:29][O:30][NH:31][C:8]([C:6]2[CH:7]=[C:2]([F:1])[C:3]3[N:4]([CH:20]=[N:21][CH:22]=3)[C:5]=2[NH:11][C:12]2[CH:17]=[CH:16][C:15]([I:18])=[CH:14][C:13]=2[F:19])=[O:10])[CH2:26][O:25]1. The yield is 0.970. (2) The product is [C:22]([C:19]1[N:17]2[N:18]=[C:13]([C:2]3[S:28][C:27]([CH:29]4[CH2:34][CH2:33][N:32]([C:35]([O:37][C:38]([CH3:41])([CH3:40])[CH3:39])=[O:36])[CH2:31][CH2:30]4)=[N:26][C:3]=3[C:5]3[CH:10]=[CH:9][C:8]([F:11])=[CH:7][C:6]=3[F:12])[CH:14]=[CH:15][C:16]2=[N:21][N:20]=1)([CH3:25])([CH3:24])[CH3:23]. The yield is 0.680. The catalyst is C([O-])([O-])=O.[Na+].[Na+]. The reactants are Br[CH:2]([C:13]1[CH:14]=[CH:15][C:16]2[N:17]([C:19]([C:22]([CH3:25])([CH3:24])[CH3:23])=[N:20][N:21]=2)[N:18]=1)[C:3]([C:5]1[CH:10]=[CH:9][C:8]([F:11])=[CH:7][C:6]=1[F:12])=O.[NH2:26][C:27]([CH:29]1[CH2:34][CH2:33][N:32]([C:35]([O:37][C:38]([CH3:41])([CH3:40])[CH3:39])=[O:36])[CH2:31][CH2:30]1)=[S:28].CN(C=O)C. (3) The catalyst is CO. The reactants are [Cl:1][C:2]1[N:3]=[C:4](Cl)[C:5]2[CH2:10][CH2:9][CH:8]([C:11]3[CH:16]=[CH:15][CH:14]=[CH:13][CH:12]=3)[C:6]=2[N:7]=1.[NH:18]1[CH2:21][CH2:20][CH2:19]1. The yield is 1.00. The product is [N:18]1([C:4]2[C:5]3[CH2:10][CH2:9][CH:8]([C:11]4[CH:16]=[CH:15][CH:14]=[CH:13][CH:12]=4)[C:6]=3[N:7]=[C:2]([Cl:1])[N:3]=2)[CH2:21][CH2:20][CH2:19]1. (4) The catalyst is O. The reactants are [CH3:1][C:2]([C@@H:4]1[C@@:8]2([CH3:23])[CH2:9][CH2:10][C@@H:11]3[C@@:16]4([CH3:22])[CH2:17][CH2:18][C@H:19]([OH:21])[CH2:20][C:15]4=[CH:14][CH2:13][C@H:12]3[C@@H:7]2[CH2:6][CH2:5]1)=O.Cl.[CH2:25]([O:27][NH2:28])[CH3:26].N1C=CC=CC=1. The product is [CH2:25]([O:27]/[N:28]=[C:2](/[C@@H:4]1[C@:8]2([CH3:23])[C@H:7]([C@H:12]3[C@H:11]([CH2:10][CH2:9]2)[C@:16]2([CH3:22])[C:17]([CH2:18][C@@H:19]([OH:21])[CH2:20][CH2:15]2)=[CH:14][CH2:13]3)[CH2:6][CH2:5]1)\[CH3:1])[CH3:26]. The yield is 0.970. (5) The reactants are C([Sn](CCCC)(CCCC)[C:6]1[S:7][CH:8]=[CH:9][CH:10]=1)CCC.Cl[C:20]1[CH:21]=[C:22]2[CH2:30][CH2:29][O:28][C:27](=[O:31])[C:23]2=[C:24]([CH3:26])[N:25]=1.[F-].[K+]. The catalyst is C1C=CC([P]([Pd]([P](C2C=CC=CC=2)(C2C=CC=CC=2)C2C=CC=CC=2)([P](C2C=CC=CC=2)(C2C=CC=CC=2)C2C=CC=CC=2)[P](C2C=CC=CC=2)(C2C=CC=CC=2)C2C=CC=CC=2)(C2C=CC=CC=2)C2C=CC=CC=2)=CC=1.C1(C)C=CC=CC=1. The product is [CH3:26][C:24]1[N:25]=[C:20]([C:6]2[S:7][CH:8]=[CH:9][CH:10]=2)[CH:21]=[C:22]2[CH2:30][CH2:29][O:28][C:27](=[O:31])[C:23]=12. The yield is 0.960.